This data is from Reaction yield outcomes from USPTO patents with 853,638 reactions. The task is: Predict the reaction yield, written as a fraction of the theoretical maximum amount of product (1.0 means a 100% yield; for example, 0.34 means a 34% yield). The reactants are OO.C([C@H]1COC(=O)N1[C:16](=[O:32])[C@@H:17]([NH:24][C:25](=[O:31])[O:26][C:27]([CH3:30])([CH3:29])[CH3:28])[C:18]1([CH3:23])[CH2:22][CH2:21][CH2:20][CH2:19]1)C1C=CC=CC=1.O.[OH-].[Li+].S([O-])([O-])=[O:37].[Na+].[Na+].C(=O)([O-])O.[Na+].Cl. The catalyst is O1CCCC1.O. The product is [C:27]([O:26][C:25]([NH:24][C@@H:17]([C:18]1([CH3:23])[CH2:19][CH2:20][CH2:21][CH2:22]1)[C:16]([OH:32])=[O:37])=[O:31])([CH3:28])([CH3:29])[CH3:30]. The yield is 0.760.